From a dataset of KCNQ2 potassium channel screen with 302,405 compounds. Binary Classification. Given a drug SMILES string, predict its activity (active/inactive) in a high-throughput screening assay against a specified biological target. (1) The compound is Clc1c(NC(=S)N2CCCC2)ccc(Cl)c1. The result is 0 (inactive). (2) The drug is S1(=O)(=O)CC(N(CC)C(=O)CSc2nc(N)cc(n2)N)CC1. The result is 0 (inactive).